From a dataset of Peptide-MHC class I binding affinity with 185,985 pairs from IEDB/IMGT. Regression. Given a peptide amino acid sequence and an MHC pseudo amino acid sequence, predict their binding affinity value. This is MHC class I binding data. The peptide sequence is AMSCDFNGGK. The MHC is HLA-A31:01 with pseudo-sequence HLA-A31:01. The binding affinity (normalized) is 0.0472.